Dataset: Reaction yield outcomes from USPTO patents with 853,638 reactions. Task: Predict the reaction yield, written as a fraction of the theoretical maximum amount of product (1.0 means a 100% yield; for example, 0.34 means a 34% yield). The reactants are [Cl:1][CH2:2][C:3]([N:5]1[CH2:9][CH2:8][CH2:7][CH2:6]1)=[O:4].[CH3:10][N:11]1[CH:15]=[CH:14][N:13]=[C:12]1[CH3:16].C(#N)C. The catalyst is C(OC)(C)(C)C. The product is [Cl-:1].[N:5]1([C:3](=[O:4])[CH2:2][N:13]2[CH:14]=[CH:15][N+:11]([CH3:10])=[C:12]2[CH3:16])[CH2:9][CH2:8][CH2:7][CH2:6]1. The yield is 0.410.